Predict which catalyst facilitates the given reaction. From a dataset of Catalyst prediction with 721,799 reactions and 888 catalyst types from USPTO. (1) Reactant: C(OC([N:8]1[CH2:17][CH2:16][C:15]2[C:10](=[CH:11][CH:12]=[C:13]([NH2:18])[CH:14]=2)[CH2:9]1)=O)(C)(C)C.FC(F)(F)C(O)=O.COC1N=CC(C2N3C(C=NC(O)=N3)=CC=2)=CC=1.NC1C=C2C(=CC=1)CN(CC(N)=O)CC2. Product: [CH2:9]1[C:10]2[C:15](=[CH:14][C:13]([NH2:18])=[CH:12][CH:11]=2)[CH2:16][CH2:17][NH:8]1. The catalyst class is: 59. (2) Reactant: [NH2:1][C:2]1[S:3][C:4]2[N:5]=[C:6]([NH:11][C:12]3[CH:13]=[C:14]([NH:19][C:20](=[O:32])[C:21]4[CH:26]=[CH:25][CH:24]=[C:23]([C:27]([C:30]#[N:31])([CH3:29])[CH3:28])[CH:22]=4)[CH:15]=[CH:16][C:17]=3[CH3:18])[N:7]=[CH:8][C:9]=2[N:10]=1.[CH3:33][CH:34]([C:36]1[NH:40][N:39]=[C:38]([C:41](O)=[O:42])[CH:37]=1)[CH3:35].F[P-](F)(F)(F)(F)F.N1(OC(N(C)C)=[N+](C)C)C2N=CC=CC=2N=N1.C(=O)([O-])O.[Na+]. Product: [C:30]([C:27]([C:23]1[CH:22]=[C:21]([C:20]([NH:19][C:14]2[CH:15]=[CH:16][C:17]([CH3:18])=[C:12]([NH:11][C:6]3[N:7]=[CH:8][C:9]4[N:10]=[C:2]([NH:1][C:41]([C:38]5[CH:37]=[C:36]([CH:34]([CH3:35])[CH3:33])[NH:40][N:39]=5)=[O:42])[S:3][C:4]=4[N:5]=3)[CH:13]=2)=[O:32])[CH:26]=[CH:25][CH:24]=1)([CH3:29])[CH3:28])#[N:31]. The catalyst class is: 17. (3) Reactant: [N:1]1([N:10]([CH3:20])[C:11](=[O:19])OC2C=CC=CC=2)[C:9]2[C:4](=[CH:5][CH:6]=[CH:7][CH:8]=2)[CH:3]=[CH:2]1.[NH2:21][C:22]1[CH:23]=[N:24][CH:25]=[CH:26][CH:27]=1. Product: [N:1]1([N:10]([CH3:20])[C:11]([NH:21][C:22]2[CH:23]=[N:24][CH:25]=[CH:26][CH:27]=2)=[O:19])[C:9]2[C:4](=[CH:5][CH:6]=[CH:7][CH:8]=2)[CH:3]=[CH:2]1. The catalyst class is: 9.